This data is from Forward reaction prediction with 1.9M reactions from USPTO patents (1976-2016). The task is: Predict the product of the given reaction. (1) The product is: [C:9]([O:13][C:14]([N:16]1[CH2:20][CH2:19][C@H:18]([O:8][C:4]2[CH:5]=[N:6][CH:7]=[C:2]([Br:1])[CH:3]=2)[CH2:17]1)=[O:15])([CH3:12])([CH3:10])[CH3:11]. Given the reactants [Br:1][C:2]1[CH:3]=[C:4]([OH:8])[CH:5]=[N:6][CH:7]=1.[C:9]([O:13][C:14]([N:16]1[CH2:20][CH2:19][C@@H:18](O)[CH2:17]1)=[O:15])([CH3:12])([CH3:11])[CH3:10].C1C(COC(/N=N\C(OCC2C=CC(Cl)=CC=2)=O)=O)=CC=C(Cl)C=1.C1(P(C2C=CC=CC=2)C2C=CC=CC=2)C=CC=CC=1, predict the reaction product. (2) Given the reactants BrC1CCN=C1C(OC)=O.[Na].BrC1C=CNC1.[Na].[C:19]([S:38][CH:39]1[CH2:43][CH2:42][N:41]=[C:40]1[C:44]([O-:46])=[O:45])([C:32]1[CH:37]=[CH:36][CH:35]=[CH:34][CH:33]=1)([C:26]1[CH:31]=[CH:30][CH:29]=[CH:28][CH:27]=1)[C:20]1[CH:25]=[CH:24][CH:23]=[CH:22][CH:21]=1.[Na+].C1(C(S)(C2C=CC=CC=2)C2C=CC=CC=2)C=CC=CC=1.[OH-].[Na+], predict the reaction product. The product is: [C:19]([S:38][CH:39]1[CH2:43][CH2:42][NH:41][CH:40]1[C:44]([OH:46])=[O:45])([C:26]1[CH:31]=[CH:30][CH:29]=[CH:28][CH:27]=1)([C:20]1[CH:25]=[CH:24][CH:23]=[CH:22][CH:21]=1)[C:32]1[CH:37]=[CH:36][CH:35]=[CH:34][CH:33]=1. (3) Given the reactants [S:1]1[CH:5]=[C:4]([C:6]2[N:15]=[C:14]([C:16]([OH:18])=O)[C:13]3[C:8](=[CH:9][CH:10]=[CH:11][CH:12]=3)[N:7]=2)[N:3]=[CH:2]1.Cl.[OH:20][C:21]1[C:30]([CH3:31])=[CH:29][CH:28]=[C:27]2[C:22]=1[CH2:23][CH2:24][NH:25][CH2:26]2, predict the reaction product. The product is: [S:1]1[CH:5]=[C:4]([C:6]2[N:15]=[C:14]([C:16]([N:25]3[CH2:24][CH2:23][C:22]4[C:27](=[CH:28][CH:29]=[C:30]([CH3:31])[C:21]=4[OH:20])[CH2:26]3)=[O:18])[C:13]3[C:8](=[CH:9][CH:10]=[CH:11][CH:12]=3)[N:7]=2)[N:3]=[CH:2]1. (4) Given the reactants [Br:1][C:2]1[C:7]2[C:8]3[CH:14]=[C:13]([C:15]4[CH:16]=[N:17][N:18]([CH3:20])[CH:19]=4)[CH:12]=[N:11][C:9]=3[NH:10][C:6]=2[CH:5]=[N:4][C:3]=1[C:21]#[N:22].[H-].[Na+].Cl[CH2:26][O:27][CH2:28][CH2:29][Si:30]([CH3:33])([CH3:32])[CH3:31], predict the reaction product. The product is: [Br:1][C:2]1[C:7]2[C:8]3[CH:14]=[C:13]([C:15]4[CH:16]=[N:17][N:18]([CH3:20])[CH:19]=4)[CH:12]=[N:11][C:9]=3[N:10]([CH2:26][O:27][CH2:28][CH2:29][Si:30]([CH3:33])([CH3:32])[CH3:31])[C:6]=2[CH:5]=[N:4][C:3]=1[C:21]#[N:22]. (5) The product is: [Cl:11][C:12]1[CH:21]=[CH:20][CH:19]=[C:18]2[C:13]=1[N:14]=[C:15]([C:24]1[CH:29]=[CH:28][CH:27]=[CH:26][C:25]=1[Cl:30])[C:16]([CH2:22][NH:23][C:2]1[N:10]=[CH:9][N:8]=[C:7]3[C:3]=1[N:4]=[CH:5][NH:6]3)=[N:17]2. Given the reactants Br[C:2]1[N:10]=[CH:9][N:8]=[C:7]2[C:3]=1[NH:4][CH:5]=[N:6]2.[Cl:11][C:12]1[CH:21]=[CH:20][CH:19]=[C:18]2[C:13]=1[N:14]=[C:15]([C:24]1[CH:29]=[CH:28][CH:27]=[CH:26][C:25]=1[Cl:30])[C:16]([CH2:22][NH2:23])=[N:17]2.C(N(CC)C(C)C)(C)C.C(O)CCC, predict the reaction product. (6) Given the reactants [C:1]([N:5]1[C:9](=[O:10])[C:8](Cl)=[C:7]([C:12]2[CH:17]=[CH:16][CH:15]=[CH:14][CH:13]=2)[S:6]1(=[O:19])=[O:18])([CH3:4])([CH3:3])[CH3:2].[CH:20]([NH2:23])([CH3:22])[CH3:21], predict the reaction product. The product is: [C:1]([N:5]1[C:9](=[O:10])[C:8]([NH:23][CH:20]([CH3:22])[CH3:21])=[C:7]([C:12]2[CH:17]=[CH:16][CH:15]=[CH:14][CH:13]=2)[S:6]1(=[O:19])=[O:18])([CH3:4])([CH3:3])[CH3:2]. (7) Given the reactants [CH3:1][S:2](Cl)(=[O:4])=[O:3].[F:6][C:7]1[CH:12]=[CH:11][C:10]([C:13]2[O:32][C:16]3[CH:17]=[C:18]([N:26]([CH3:31])[S:27]([CH3:30])(=[O:29])=[O:28])[C:19]4[O:23][CH:22]([CH2:24][OH:25])[CH2:21][C:20]=4[C:15]=3[C:14]=2[C:33]([NH:35][CH3:36])=[O:34])=[CH:9][CH:8]=1.CCN(CC)CC, predict the reaction product. The product is: [CH3:1][S:2]([O:25][CH2:24][CH:22]1[CH2:21][C:20]2[C:15]3[C:14]([C:33]([NH:35][CH3:36])=[O:34])=[C:13]([C:10]4[CH:11]=[CH:12][C:7]([F:6])=[CH:8][CH:9]=4)[O:32][C:16]=3[CH:17]=[C:18]([N:26]([CH3:31])[S:27]([CH3:30])(=[O:28])=[O:29])[C:19]=2[O:23]1)(=[O:4])=[O:3].